This data is from Forward reaction prediction with 1.9M reactions from USPTO patents (1976-2016). The task is: Predict the product of the given reaction. (1) Given the reactants C(O[C:4]([N:6]1[CH2:11][CH2:10][C:9]([C:19]2[CH:24]=[CH:23][C:22]([Br:25])=[CH:21][CH:20]=2)([C:12]2[CH:17]=[CH:16][C:15]([Cl:18])=[CH:14][CH:13]=2)[CH2:8][CH2:7]1)=O)C.[H-].[Al+3].[Li+].[H-].[H-].[H-], predict the reaction product. The product is: [Br:25][C:22]1[CH:23]=[CH:24][C:19]([C:9]2([C:12]3[CH:13]=[CH:14][C:15]([Cl:18])=[CH:16][CH:17]=3)[CH2:10][CH2:11][N:6]([CH3:4])[CH2:7][CH2:8]2)=[CH:20][CH:21]=1. (2) Given the reactants [C:1]1([CH3:10])[CH:6]=[CH:5][C:4]([N:7]=[C:8]=[S:9])=[CH:3][CH:2]=1.[CH3:11][C:12]([CH3:19])([CH:17]=[CH2:18])[CH2:13][CH2:14][Mg]Br.[Cl-].[NH4+], predict the reaction product. The product is: [C:1]1([CH3:10])[CH:6]=[CH:5][C:4]([NH:7][C:8](=[S:9])[CH2:18][CH2:17][C:12]([CH3:19])([CH3:11])[CH:13]=[CH2:14])=[CH:3][CH:2]=1. (3) Given the reactants [NH2:1][N:2]1[C:6]([C:7]2[CH:12]=[C:11]([O:13][CH3:14])[C:10]([O:15][CH3:16])=[C:9]([O:17][CH3:18])[CH:8]=2)=[N:5][N:4]=[C:3]1[SH:19].[N:20]1[C:24]2[CH:25]=[CH:26][C:27]([C:29](O)=O)=[CH:28][C:23]=2[NH:22][CH:21]=1, predict the reaction product. The product is: [NH:22]1[C:23]2[CH:28]=[C:27]([C:29]3[S:19][C:3]4=[N:4][N:5]=[C:6]([C:7]5[CH:8]=[C:9]([O:17][CH3:18])[C:10]([O:15][CH3:16])=[C:11]([O:13][CH3:14])[CH:12]=5)[N:2]4[N:1]=3)[CH:26]=[CH:25][C:24]=2[N:20]=[CH:21]1.